Dataset: Forward reaction prediction with 1.9M reactions from USPTO patents (1976-2016). Task: Predict the product of the given reaction. (1) Given the reactants [CH2:1]([O:8][CH2:9][C@@H:10]([CH2:21][N:22]1[CH:27]=[CH:26][C:25]([N:28]2C=NC=N2)=[N:24][C:23]1=[O:33])[C@H:11]([O:13][Si:14]([C:17]([CH3:20])([CH3:19])[CH3:18])([CH3:16])[CH3:15])[CH3:12])[C:2]1[CH:7]=[CH:6][CH:5]=[CH:4][CH:3]=1, predict the reaction product. The product is: [CH2:1]([O:8][CH2:9][C@@H:10]([CH2:21][N:22]1[CH:27]=[CH:26][C:25]([NH2:28])=[N:24][C:23]1=[O:33])[C@H:11]([O:13][Si:14]([C:17]([CH3:19])([CH3:20])[CH3:18])([CH3:15])[CH3:16])[CH3:12])[C:2]1[CH:3]=[CH:4][CH:5]=[CH:6][CH:7]=1. (2) Given the reactants [CH3:1][C:2]1[O:6][C:5]([C:7]2[CH:12]=[CH:11][C:10]([C:13]([F:16])([F:15])[F:14])=[CH:9][CH:8]=2)=[N:4][C:3]=1[CH2:17][O:18][C:19]1[CH:24]=[CH:23][C:22]([S:25]([OH:28])(=O)=[O:26])=[CH:21][CH:20]=1.[Na].CN(C)C=O.S(Cl)([Cl:37])=O, predict the reaction product. The product is: [CH3:1][C:2]1[O:6][C:5]([C:7]2[CH:12]=[CH:11][C:10]([C:13]([F:16])([F:15])[F:14])=[CH:9][CH:8]=2)=[N:4][C:3]=1[CH2:17][O:18][C:19]1[CH:24]=[CH:23][C:22]([S:25]([Cl:37])(=[O:28])=[O:26])=[CH:21][CH:20]=1. (3) Given the reactants [Cl:1][C:2]1[C:3]([F:14])=[C:4]([C@@H:8]2[CH2:10][C@H:9]2[C:11](O)=[O:12])[CH:5]=[CH:6][CH:7]=1.C[C@@]1([N:25]=[N+:26]=[N-:27])C[C@H]1C1C=CC=CC=1, predict the reaction product. The product is: [Cl:1][C:2]1[C:3]([F:14])=[C:4]([C@@H:8]2[CH2:10][C@H:9]2[C:11]([N:25]=[N+:26]=[N-:27])=[O:12])[CH:5]=[CH:6][CH:7]=1. (4) Given the reactants [NH2:1][C@@H:2]([CH2:21][C:22]1[C:23]2[CH:30]=[CH:29][CH:28]=[CH:27][C:24]=2[S:25][CH:26]=1)[C:3]([NH:5][CH:6]([C:14](=[O:20])[NH:15][CH2:16][CH2:17][O:18][CH3:19])[CH2:7][C:8]1[CH:13]=[CH:12][CH:11]=[CH:10][CH:9]=1)=[O:4].[Cl-].[CH3:32][O:33][C:34]1[CH:39]=[C:38]([O:40][CH3:41])[CH:37]=[CH:36][C:35]=1[CH2:42][N:43]([O:55][CH2:56][C:57]1[CH:62]=[CH:61][C:60]([O:63][CH3:64])=[CH:59][CH:58]=1)[C:44]([CH2:46][C@@H:47]([CH2:51][CH2:52][CH2:53][CH3:54])[C:48](O)=[O:49])=[O:45].[Na].C(Cl)CCl.C1C=CC2N(O)N=NC=2C=1.CN1CCOCC1, predict the reaction product. The product is: [S:25]1[CH:26]=[C:22]([CH2:21][C@H:2]([NH:1][C:48](=[O:49])[C@H:47]([CH2:51][CH2:52][CH2:53][CH3:54])[CH2:46][C:44]([N:43]([CH2:42][C:35]2[CH:36]=[CH:37][C:38]([O:40][CH3:41])=[CH:39][C:34]=2[O:33][CH3:32])[O:55][CH2:56][C:57]2[CH:58]=[CH:59][C:60]([O:63][CH3:64])=[CH:61][CH:62]=2)=[O:45])[C:3](=[O:4])[NH:5][CH:6]([C:14](=[O:20])[NH:15][CH2:16][CH2:17][O:18][CH3:19])[CH2:7][C:8]2[CH:9]=[CH:10][CH:11]=[CH:12][CH:13]=2)[C:23]2[CH:30]=[CH:29][CH:28]=[CH:27][C:24]1=2. (5) Given the reactants [NH2:1][C:2]1[N:3]([CH3:22])[C:4](=[O:21])[C:5]2([C@@H:15]3[C@H:10]([CH2:11][CH2:12][O:13][CH2:14]3)[CH2:9][C:8]3[CH:16]=[CH:17][C:18]([OH:20])=[CH:19][C:7]2=3)[N:6]=1.[CH3:23][N:24]([CH3:27])[CH:25]=O, predict the reaction product. The product is: [OH:20][C:18]1[CH:17]=[CH:16][C:8]2[CH2:9][C@@H:10]3[C@@H:15]([C:5]4([C:4](=[O:21])[N:3]([CH3:22])[C:2](/[N:1]=[CH:23]/[N:24]([CH3:27])[CH3:25])=[N:6]4)[C:7]=2[CH:19]=1)[CH2:14][O:13][CH2:12][CH2:11]3.